From a dataset of Catalyst prediction with 721,799 reactions and 888 catalyst types from USPTO. Predict which catalyst facilitates the given reaction. (1) Reactant: [CH3:1][C:2]1[N:7]=[C:6]([C:8]2[CH:13]=[CH:12][CH:11]=[C:10]([C:14]3[CH:15]=[C:16]([S:20](Cl)(=[O:22])=[O:21])[CH:17]=[CH:18][CH:19]=3)[N:9]=2)[CH:5]=[C:4]([C:24]2[CH:29]=[CH:28][C:27]([C:30]([F:33])([F:32])[F:31])=[CH:26][CH:25]=2)[CH:3]=1.[CH2:34]([NH2:41])[C:35]1[CH:40]=[CH:39][CH:38]=[CH:37][CH:36]=1. Product: [CH2:34]([NH:41][S:20]([C:16]1[CH:17]=[CH:18][CH:19]=[C:14]([C:10]2[N:9]=[C:8]([C:6]3[CH:5]=[C:4]([C:24]4[CH:25]=[CH:26][C:27]([C:30]([F:32])([F:33])[F:31])=[CH:28][CH:29]=4)[CH:3]=[C:2]([CH3:1])[N:7]=3)[CH:13]=[CH:12][CH:11]=2)[CH:15]=1)(=[O:22])=[O:21])[C:35]1[CH:40]=[CH:39][CH:38]=[CH:37][CH:36]=1. The catalyst class is: 49. (2) Reactant: [CH3:1][O:2][C:3]([CH3:35])([CH3:34])[C:4]#[C:5][C:6]1[S:10][C:9]([C:11]([O:13]C)=[O:12])=[C:8]([N:15]([C:25]([C@H:27]2[CH2:32][CH2:31][C@H:30]([CH3:33])[CH2:29][CH2:28]2)=[O:26])[CH2:16][C:17]([N:19]2[CH2:24][CH2:23][O:22][CH2:21][CH2:20]2)=[O:18])[CH:7]=1.O[Li].O.Cl. Product: [CH3:1][O:2][C:3]([CH3:34])([CH3:35])[C:4]#[C:5][C:6]1[S:10][C:9]([C:11]([OH:13])=[O:12])=[C:8]([N:15]([C:25]([C@H:27]2[CH2:32][CH2:31][C@H:30]([CH3:33])[CH2:29][CH2:28]2)=[O:26])[CH2:16][C:17]([N:19]2[CH2:24][CH2:23][O:22][CH2:21][CH2:20]2)=[O:18])[CH:7]=1. The catalyst class is: 20.